Task: Predict which catalyst facilitates the given reaction.. Dataset: Catalyst prediction with 721,799 reactions and 888 catalyst types from USPTO Reactant: [NH2:1][C:2]1[CH:28]=[CH:27][C:5]([CH2:6][C:7]2[C:16]3[NH:17][C:18]4[CH:19]=[CH:20][CH:21]=[CH:22][C:23]=4[C:15]=3[C:14]3[C:13](=[O:24])[CH2:12][C:11]([CH3:26])([CH3:25])[CH2:10][C:9]=3[N:8]=2)=[CH:4][CH:3]=1.C(N(CC)CC)C.[C:36](Cl)(=[O:38])[CH3:37]. Product: [CH3:25][C:11]1([CH3:26])[CH2:10][C:9]2[N:8]=[C:7]([CH2:6][C:5]3[CH:4]=[CH:3][C:2]([NH:1][C:36](=[O:38])[CH3:37])=[CH:28][CH:27]=3)[C:16]3[NH:17][C:18]4[CH:19]=[CH:20][CH:21]=[CH:22][C:23]=4[C:15]=3[C:14]=2[C:13](=[O:24])[CH2:12]1. The catalyst class is: 2.